From a dataset of NCI-60 drug combinations with 297,098 pairs across 59 cell lines. Regression. Given two drug SMILES strings and cell line genomic features, predict the synergy score measuring deviation from expected non-interaction effect. (1) Drug 1: CC(C)(C#N)C1=CC(=CC(=C1)CN2C=NC=N2)C(C)(C)C#N. Drug 2: C1CN(CCN1C(=O)CCBr)C(=O)CCBr. Cell line: U251. Synergy scores: CSS=24.4, Synergy_ZIP=2.87, Synergy_Bliss=6.39, Synergy_Loewe=6.66, Synergy_HSA=4.79. (2) Drug 1: CS(=O)(=O)C1=CC(=C(C=C1)C(=O)NC2=CC(=C(C=C2)Cl)C3=CC=CC=N3)Cl. Drug 2: CC1C(C(CC(O1)OC2CC(CC3=C2C(=C4C(=C3O)C(=O)C5=C(C4=O)C(=CC=C5)OC)O)(C(=O)C)O)N)O.Cl. Cell line: RPMI-8226. Synergy scores: CSS=48.7, Synergy_ZIP=23.0, Synergy_Bliss=25.9, Synergy_Loewe=-21.6, Synergy_HSA=20.4. (3) Drug 1: CS(=O)(=O)CCNCC1=CC=C(O1)C2=CC3=C(C=C2)N=CN=C3NC4=CC(=C(C=C4)OCC5=CC(=CC=C5)F)Cl. Drug 2: CCN(CC)CCNC(=O)C1=C(NC(=C1C)C=C2C3=C(C=CC(=C3)F)NC2=O)C. Cell line: CAKI-1. Synergy scores: CSS=22.0, Synergy_ZIP=2.27, Synergy_Bliss=0.899, Synergy_Loewe=-3.22, Synergy_HSA=-1.05. (4) Drug 1: C1CCN(CC1)CCOC2=CC=C(C=C2)C(=O)C3=C(SC4=C3C=CC(=C4)O)C5=CC=C(C=C5)O. Drug 2: CC12CCC3C(C1CCC2O)C(CC4=C3C=CC(=C4)O)CCCCCCCCCS(=O)CCCC(C(F)(F)F)(F)F. Cell line: NCIH23. Synergy scores: CSS=2.55, Synergy_ZIP=1.31, Synergy_Bliss=0.131, Synergy_Loewe=-6.46, Synergy_HSA=-5.09. (5) Drug 1: CN(C)C1=NC(=NC(=N1)N(C)C)N(C)C. Drug 2: C1=NC2=C(N=C(N=C2N1C3C(C(C(O3)CO)O)F)Cl)N. Cell line: HT29. Synergy scores: CSS=17.1, Synergy_ZIP=5.37, Synergy_Bliss=7.36, Synergy_Loewe=-39.5, Synergy_HSA=2.34. (6) Drug 1: CN(C)C1=NC(=NC(=N1)N(C)C)N(C)C. Drug 2: C1C(C(OC1N2C=C(C(=O)NC2=O)F)CO)O. Cell line: LOX IMVI. Synergy scores: CSS=50.5, Synergy_ZIP=2.30, Synergy_Bliss=0.197, Synergy_Loewe=-39.9, Synergy_HSA=2.00. (7) Synergy scores: CSS=0.574, Synergy_ZIP=2.70, Synergy_Bliss=5.24, Synergy_Loewe=-1.42, Synergy_HSA=-0.277. Cell line: NCI-H322M. Drug 1: CNC(=O)C1=CC=CC=C1SC2=CC3=C(C=C2)C(=NN3)C=CC4=CC=CC=N4. Drug 2: C1CN1P(=S)(N2CC2)N3CC3.